This data is from Peptide-MHC class II binding affinity with 134,281 pairs from IEDB. The task is: Regression. Given a peptide amino acid sequence and an MHC pseudo amino acid sequence, predict their binding affinity value. This is MHC class II binding data. (1) The peptide sequence is ERVNRLIRYSGYPQT. The MHC is DRB1_0101 with pseudo-sequence DRB1_0101. The binding affinity (normalized) is 0.117. (2) The MHC is DRB1_1602 with pseudo-sequence DRB1_1602. The peptide sequence is LVVRMYLSSQAIRLV. The binding affinity (normalized) is 0.882.